Dataset: Full USPTO retrosynthesis dataset with 1.9M reactions from patents (1976-2016). Task: Predict the reactants needed to synthesize the given product. (1) The reactants are: C(C1C=CC(C(NC2C=CC(C3C=C4C(CN([C@@H](C(C)C)C(O)=O)C4=O)=CC=3)=NC=2)=O)=CC=1)(C)(C)C.[CH3:37][CH:38]([CH3:74])[C@H:39]([N:44]1[CH2:52][C:51]2[C:46](=[CH:47][C:48]([C:53]3[N:54]=[N:55][C:56]([NH:59][C:60](=[O:72])[C:61]4[CH:66]=[CH:65][C:64]([O:67][C:68]([F:71])([F:70])[F:69])=[CH:63][CH:62]=4)=[CH:57][CH:58]=3)=[CH:49][CH:50]=2)[C:45]1=[O:73])[C:40]([O:42]C)=[O:41]. Given the product [CH3:37][CH:38]([CH3:74])[C@H:39]([N:44]1[CH2:52][C:51]2[C:46](=[CH:47][C:48]([C:53]3[N:54]=[N:55][C:56]([NH:59][C:60](=[O:72])[C:61]4[CH:66]=[CH:65][C:64]([O:67][C:68]([F:69])([F:70])[F:71])=[CH:63][CH:62]=4)=[CH:57][CH:58]=3)=[CH:49][CH:50]=2)[C:45]1=[O:73])[C:40]([OH:42])=[O:41], predict the reactants needed to synthesize it. (2) Given the product [CH3:12][N:11]1[C:7]2[CH:6]=[C:5]([C:3]3[N:38]=[CH:39][NH:40][C:2]=3[C:22]3[CH:23]=[C:24]([CH3:28])[CH:25]=[CH:26][CH:27]=3)[CH:21]=[CH:20][C:8]=2[N:9]([C:14]2[CH:19]=[CH:18][CH:17]=[CH:16][CH:15]=2)[C:10]1=[O:13], predict the reactants needed to synthesize it. The reactants are: Br[CH:2]([C:22]1[CH:23]=[C:24]([CH3:28])[CH:25]=[CH:26][CH:27]=1)[C:3]([C:5]1[CH:21]=[CH:20][C:8]2[N:9]([C:14]3[CH:19]=[CH:18][CH:17]=[CH:16][CH:15]=3)[C:10](=[O:13])[N:11]([CH3:12])[C:7]=2[CH:6]=1)=O.CON(C)C(C1C=CC2[N:38](C3C=CC=CC=3)[C:39](=O)[NH:40]C=2C=1)=O.O.C(N)=O.